From a dataset of Forward reaction prediction with 1.9M reactions from USPTO patents (1976-2016). Predict the product of the given reaction. (1) Given the reactants [CH2:1]([N:8]1[C:13](=[O:14])[C:12]([Br:15])=[C:11](OC)[CH:10]=[N:9]1)[C:2]1[CH:7]=[CH:6][CH:5]=[CH:4][CH:3]=1.[CH3:18][S:19][C:20]1[CH:25]=[CH:24][C:23](B(O)O)=[CH:22][CH:21]=1, predict the reaction product. The product is: [CH2:1]([N:8]1[C:13](=[O:14])[C:12]([Br:15])=[C:11]([C:23]2[CH:24]=[CH:25][C:20]([S:19][CH3:18])=[CH:21][CH:22]=2)[CH:10]=[N:9]1)[C:2]1[CH:7]=[CH:6][CH:5]=[CH:4][CH:3]=1. (2) Given the reactants N1C2C(=CC(CN3C4=NC(C(=O)C)=CN=C4N=N3)=CC=2)C=CC=1.C([O:26][C:27]([C:29]1[N:34]=[C:33]2[N:35]([CH:38]([C:40]3[CH:41]=[C:42]4[C:47](=[CH:48][C:49]=3[F:50])[N:46]=[CH:45][CH:44]=[CH:43]4)[CH3:39])[N:36]=[N:37][C:32]2=[N:31][CH:30]=1)=[CH2:28])C, predict the reaction product. The product is: [F:50][C:49]1[CH:48]=[C:47]2[C:42]([CH:43]=[CH:44][CH:45]=[N:46]2)=[CH:41][C:40]=1[CH:38]([N:35]1[C:33]2=[N:34][C:29]([C:27](=[O:26])[CH3:28])=[CH:30][N:31]=[C:32]2[N:37]=[N:36]1)[CH3:39]. (3) Given the reactants [Cl:1][C:2]1[CH:3]=[C:4]([NH2:10])[C:5]([NH2:9])=[CH:6][C:7]=1[CH3:8].[O:11]1CCC[CH2:12]1, predict the reaction product. The product is: [Cl:1][C:2]1[C:7]([CH3:8])=[CH:6][C:5]2[NH:9][C:12](=[O:11])[NH:10][C:4]=2[CH:3]=1. (4) The product is: [C:23]([O:22][C:21]([NH:20][CH2:19][CH2:18][N:10]1[C:11]([C:13]([O:15][CH3:16])=[O:14])=[CH:12][C:8]([C:2]2[CH:3]=[CH:4][CH:5]=[CH:6][CH:7]=2)=[N:9]1)=[O:27])([CH3:26])([CH3:25])[CH3:24]. Given the reactants Cl.[C:2]1([C:8]2[CH:12]=[C:11]([C:13]([O:15][CH3:16])=[O:14])[NH:10][N:9]=2)[CH:7]=[CH:6][CH:5]=[CH:4][CH:3]=1.Br[CH2:18][CH2:19][NH:20][C:21](=[O:27])[O:22][C:23]([CH3:26])([CH3:25])[CH3:24].C(=O)([O-])[O-].[K+].[K+], predict the reaction product.